Dataset: Catalyst prediction with 721,799 reactions and 888 catalyst types from USPTO. Task: Predict which catalyst facilitates the given reaction. (1) Reactant: [CH3:1][C:2]1[C:7]([CH:8]([CH2:13][CH2:14][CH3:15])[C:9]([O:11]C)=[O:10])=[C:6]([C:16]2[CH:21]=[CH:20][CH:19]=[CH:18][CH:17]=2)[N:5]=[C:4]([C:22]2[CH:27]=[CH:26][CH:25]=[CH:24][CH:23]=2)[N:3]=1.[OH-].[Na+]. Product: [CH3:1][C:2]1[C:7]([CH:8]([CH2:13][CH2:14][CH3:15])[C:9]([OH:11])=[O:10])=[C:6]([C:16]2[CH:17]=[CH:18][CH:19]=[CH:20][CH:21]=2)[N:5]=[C:4]([C:22]2[CH:27]=[CH:26][CH:25]=[CH:24][CH:23]=2)[N:3]=1. The catalyst class is: 12. (2) The catalyst class is: 31. Reactant: [CH:1]1([CH2:4][O:5][NH:6][C:7]([C:9]2[C:10]([NH:20][C:21]3[CH:26]=[CH:25][C:24]([Br:27])=[CH:23][C:22]=3[Cl:28])=[C:11]([F:19])[C:12]3[O:16][N:15]=[C:14]([CH3:17])[C:13]=3[CH:18]=2)=[O:8])CC1.C1C=CC2N(O)N=NC=2C=1.CCN(CC)CC.[CH:46]([O:48]CCON)=[CH2:47].CCN=C=NCCCN(C)C. Product: [CH:46]([O:48][CH2:1][CH2:4][O:5][NH:6][C:7]([C:9]1[C:10]([NH:20][C:21]2[CH:26]=[CH:25][C:24]([Br:27])=[CH:23][C:22]=2[Cl:28])=[C:11]([F:19])[C:12]2[O:16][N:15]=[C:14]([CH3:17])[C:13]=2[CH:18]=1)=[O:8])=[CH2:47]. (3) Reactant: [Br:1][C:2]1[NH:6][C:5]([C:7]([O:9][CH3:10])=[O:8])=[CH:4][CH:3]=1.[H-].[Na+].Br[CH2:14][C:15]([C:17]1[CH:22]=[CH:21][C:20]([O:23][CH3:24])=[CH:19][CH:18]=1)=[O:16].[NH4+].[Cl-]. Product: [Br:1][C:2]1[N:6]([CH2:14][C:15]([C:17]2[CH:22]=[CH:21][C:20]([O:23][CH3:24])=[CH:19][CH:18]=2)=[O:16])[C:5]([C:7]([O:9][CH3:10])=[O:8])=[CH:4][CH:3]=1. The catalyst class is: 3.